Dataset: Full USPTO retrosynthesis dataset with 1.9M reactions from patents (1976-2016). Task: Predict the reactants needed to synthesize the given product. Given the product [NH2:14][C:7]1[C:8]([O:12][CH3:13])=[C:9]([NH:11][S:27]([N:21]2[CH2:26][CH2:25][CH2:24][CH2:23][CH2:22]2)(=[O:29])=[O:28])[CH:10]=[C:5]([C:1]([CH3:4])([CH3:2])[CH3:3])[CH:6]=1, predict the reactants needed to synthesize it. The reactants are: [C:1]([C:5]1[CH:6]=[C:7]([NH2:14])[C:8]([O:12][CH3:13])=[C:9]([NH2:11])[CH:10]=1)([CH3:4])([CH3:3])[CH3:2].N1C=CC=CC=1.[N:21]1([S:27](Cl)(=[O:29])=[O:28])[CH2:26][CH2:25][CH2:24][CH2:23][CH2:22]1.